This data is from Full USPTO retrosynthesis dataset with 1.9M reactions from patents (1976-2016). The task is: Predict the reactants needed to synthesize the given product. (1) Given the product [Cl:11][C:12]1[CH:18]=[CH:17][C:15]([NH:16][C:2]2[C:7]([C:8]([OH:10])=[O:9])=[CH:6][N:5]=[CH:4][CH:3]=2)=[CH:14][CH:13]=1, predict the reactants needed to synthesize it. The reactants are: Cl[C:2]1[C:7]([C:8]([OH:10])=[O:9])=[CH:6][N:5]=[CH:4][CH:3]=1.[Cl:11][C:12]1[CH:18]=[CH:17][C:15]([NH2:16])=[CH:14][CH:13]=1. (2) Given the product [CH2:1]([C:3]1[CH:8]=[CH:7][C:6]([C:9]2[CH:14]=[CH:13][C:12]([C:15]3[S:19][C:18]([CH:20]=[CH:23][CH3:24])=[CH:17][CH:16]=3)=[C:11]([F:22])[CH:10]=2)=[CH:5][CH:4]=1)[CH3:2], predict the reactants needed to synthesize it. The reactants are: [CH2:1]([C:3]1[CH:8]=[CH:7][C:6]([C:9]2[CH:14]=[CH:13][C:12]([C:15]3[S:19][C:18]([CH:20]=O)=[CH:17][CH:16]=3)=[C:11]([F:22])[CH:10]=2)=[CH:5][CH:4]=1)[CH3:2].[CH3:23][C:24](C)([O-])C.[K+].O.Cl. (3) Given the product [F:75][CH2:74][C:71]1([CH2:72][F:73])[O:70][B:69]([OH:76])[C:68]2[CH:77]=[C:64]([CH2:63][NH:62][C:18](=[O:20])[C:17]3[CH:21]=[CH:22][C:14]([C:11]4[CH2:10][C:9]([C:4]5[CH:3]=[C:2]([Cl:1])[CH:7]=[C:6]([Cl:8])[CH:5]=5)([C:24]([F:27])([F:25])[F:26])[O:13][N:12]=4)=[CH:15][C:16]=3[CH3:23])[CH:65]=[CH:66][C:67]1=2, predict the reactants needed to synthesize it. The reactants are: [Cl:1][C:2]1[CH:3]=[C:4]([C:9]2([C:24]([F:27])([F:26])[F:25])[O:13][N:12]=[C:11]([C:14]3[CH:22]=[CH:21][C:17]([C:18]([OH:20])=O)=[C:16]([CH3:23])[CH:15]=3)[CH2:10]2)[CH:5]=[C:6]([Cl:8])[CH:7]=1.CCN(C(C)C)C(C)C.CN(C(ON1N=NC2C=CC=NC1=2)=[N+](C)C)C.F[P-](F)(F)(F)(F)F.Cl.[NH2:62][CH2:63][C:64]1[CH:65]=[CH:66][C:67]2[C:71]([CH2:74][F:75])([CH2:72][F:73])[O:70][B:69]([OH:76])[C:68]=2[CH:77]=1. (4) Given the product [CH2:1]([OH:19])[CH2:2][CH2:3][CH2:4][CH2:5][CH2:6][CH2:7][CH2:8][CH2:9][CH2:10][CH2:11][CH2:12][CH2:13][CH2:14][CH2:15][CH3:16], predict the reactants needed to synthesize it. The reactants are: [C:1](OCC(CO)O)(=[O:19])[CH2:2][CH2:3][CH2:4][CH2:5][CH2:6][CH2:7][CH2:8][CH2:9][CH2:10][CH2:11][CH2:12][CH2:13][CH2:14][CH2:15][CH2:16]CC.CCCCCCCCCC(O)=O.CCCCCCCC(O)=O.C(O)C(O)CO. (5) Given the product [ClH:19].[N:20]1[CH:25]=[CH:24][CH:23]=[C:22]([CH2:26][CH2:27][NH:28][S:16]([C:14]2[S:15][C:11]([C:5]3[CH:4]=[C:3]([CH2:1][CH3:2])[C:8](=[O:9])[NH:7][C:6]=3[CH3:10])=[CH:12][CH:13]=2)(=[O:18])=[O:17])[CH:21]=1, predict the reactants needed to synthesize it. The reactants are: [CH2:1]([C:3]1[C:8](=[O:9])[NH:7][C:6]([CH3:10])=[C:5]([C:11]2[S:15][C:14]([S:16]([Cl:19])(=[O:18])=[O:17])=[CH:13][CH:12]=2)[CH:4]=1)[CH3:2].[N:20]1[CH:25]=[CH:24][CH:23]=[C:22]([CH2:26][CH2:27][NH2:28])[CH:21]=1.